From a dataset of Peptide-MHC class II binding affinity with 134,281 pairs from IEDB. Regression. Given a peptide amino acid sequence and an MHC pseudo amino acid sequence, predict their binding affinity value. This is MHC class II binding data. (1) The peptide sequence is YLTFLPSADEIYDCKV. The MHC is HLA-DQA10101-DQB10501 with pseudo-sequence HLA-DQA10101-DQB10501. The binding affinity (normalized) is 0.288. (2) The peptide sequence is MTSRFMTDPHAMRDM. The MHC is DRB1_0401 with pseudo-sequence DRB1_0401. The binding affinity (normalized) is 0.346. (3) The peptide sequence is CTNFKTQLVLSSMVN. The MHC is DRB1_1501 with pseudo-sequence DRB1_1501. The binding affinity (normalized) is 0.179. (4) The peptide sequence is TEMTNACKGMEWIAVKIQKF. The MHC is DRB1_0401 with pseudo-sequence DRB1_0401. The binding affinity (normalized) is 0.0894. (5) The peptide sequence is GELQIVDKFDAAFKI. The MHC is DRB1_1302 with pseudo-sequence DRB1_1302. The binding affinity (normalized) is 0.745. (6) The peptide sequence is YHFDLSGHAFGAMAK. The MHC is HLA-DQA10301-DQB10302 with pseudo-sequence HLA-DQA10301-DQB10302. The binding affinity (normalized) is 0.201.